Dataset: Full USPTO retrosynthesis dataset with 1.9M reactions from patents (1976-2016). Task: Predict the reactants needed to synthesize the given product. (1) Given the product [CH2:1]([O:3][C:4]([C:6]1[C:11]([C:25]2[CH:26]=[C:21]([F:20])[CH:22]=[CH:23][C:24]=2[F:27])=[CH:10][CH:9]=[CH:8][N:7]=1)=[O:5])[CH3:2], predict the reactants needed to synthesize it. The reactants are: [CH2:1]([O:3][C:4]([C:6]1[C:11](OS(C(F)(F)F)(=O)=O)=[CH:10][CH:9]=[CH:8][N:7]=1)=[O:5])[CH3:2].[F:20][C:21]1[CH:26]=[CH:25][C:24]([F:27])=[CH:23][C:22]=1B(O)O.C([O-])([O-])=O.[Na+].[Na+].O. (2) Given the product [Cl:1][C:2]1[CH:7]=[CH:6][CH:5]=[CH:4][C:3]=1[C:8]1[C:12]([C:13]([N:30]2[CH2:31][CH2:32][N:27]([C:19]3[CH:20]=[CH:21][C:22]([N+:24]([O-:26])=[O:25])=[CH:23][C:18]=3[CH3:17])[CH2:28][CH2:29]2)=[O:15])=[C:11]([CH3:16])[O:10][N:9]=1, predict the reactants needed to synthesize it. The reactants are: [Cl:1][C:2]1[CH:7]=[CH:6][CH:5]=[CH:4][C:3]=1[C:8]1[C:12]([C:13]([OH:15])=O)=[C:11]([CH3:16])[O:10][N:9]=1.[CH3:17][C:18]1[CH:23]=[C:22]([N+:24]([O-:26])=[O:25])[CH:21]=[CH:20][C:19]=1[N:27]1[CH2:32][CH2:31][NH:30][CH2:29][CH2:28]1.C(Cl)CCl. (3) The reactants are: Cl.[NH:2]1[CH2:7][CH2:6][CH:5]([CH2:8][CH2:9][N:10]2[C:18](=[O:19])[C:17]3[CH:16]=[C:15]4[O:20][CH2:21][O:22][C:14]4=[CH:13][C:12]=3[C:11]2=[O:23])[CH2:4][CH2:3]1.Cl.Cl[CH2:26][C:27]1[CH:32]=[CH:31][CH:30]=[CH:29][N:28]=1. Given the product [N:28]1[CH:29]=[CH:30][CH:31]=[CH:32][C:27]=1[CH2:26][N:2]1[CH2:7][CH2:6][CH:5]([CH2:8][CH2:9][N:10]2[C:18](=[O:19])[C:17]3[CH:16]=[C:15]4[O:20][CH2:21][O:22][C:14]4=[CH:13][C:12]=3[C:11]2=[O:23])[CH2:4][CH2:3]1, predict the reactants needed to synthesize it. (4) Given the product [C:27]([O:31][C:32]([NH:34][CH2:35][CH2:36][C:37]1[O:20][N:19]=[C:17]([C@@H:10]2[CH2:11][C:12](=[N:14][O:15][CH3:16])[CH2:13][N:9]2[C:7]([C:4]2[CH:3]=[CH:2][C:1]([C:21]3[CH:26]=[CH:25][CH:24]=[CH:23][CH:22]=3)=[CH:6][CH:5]=2)=[O:8])[N:18]=1)=[O:33])([CH3:30])([CH3:29])[CH3:28], predict the reactants needed to synthesize it. The reactants are: [C:1]1([C:21]2[CH:26]=[CH:25][CH:24]=[CH:23][CH:22]=2)[CH:6]=[CH:5][C:4]([C:7]([N:9]2[CH2:13][C:12](=[N:14][O:15][CH3:16])[CH2:11][C@H:10]2[C:17](=[N:19][OH:20])[NH2:18])=[O:8])=[CH:3][CH:2]=1.[C:27]([O:31][C:32]([NH:34][CH2:35][CH2:36][C:37](O)=O)=[O:33])([CH3:30])([CH3:29])[CH3:28]. (5) Given the product [C:3]([O:7][C:8]([C:10]1[CH:20]=[C:19]([O:21][CH2:22][C:23]2[CH:24]=[CH:25][CH:26]=[CH:27][CH:28]=2)[C:13]2[CH2:14][CH:15]([CH2:17][O:18][CH3:29])[O:16][C:12]=2[CH:11]=1)=[O:9])([CH3:6])([CH3:4])[CH3:5], predict the reactants needed to synthesize it. The reactants are: [H-].[Na+].[C:3]([O:7][C:8]([C:10]1[CH:20]=[C:19]([O:21][CH2:22][C:23]2[CH:28]=[CH:27][CH:26]=[CH:25][CH:24]=2)[C:13]2[CH2:14][CH:15]([CH2:17][OH:18])[O:16][C:12]=2[CH:11]=1)=[O:9])([CH3:6])([CH3:5])[CH3:4].[CH3:29]I. (6) Given the product [CH2:4]([S:8]([O:11][C:12]1[CH:17]=[CH:16][C:15]([CH2:18][CH2:19][CH2:20][C:21]2[CH:26]=[CH:25][C:24]([CH2:27][CH2:28][C:29]([OH:31])=[O:30])=[CH:23][C:22]=2[O:33][CH2:34][CH:35]2[CH2:37][CH2:36]2)=[CH:14][C:13]=1[O:38][CH3:39])(=[O:9])=[O:10])[CH2:5][CH2:6][CH3:7], predict the reactants needed to synthesize it. The reactants are: O.[OH-].[Li+].[CH2:4]([S:8]([O:11][C:12]1[CH:17]=[CH:16][C:15]([CH2:18][CH2:19][CH2:20][C:21]2[CH:26]=[CH:25][C:24]([CH2:27][CH2:28][C:29]([O:31]C)=[O:30])=[CH:23][C:22]=2[O:33][CH2:34][CH:35]2[CH2:37][CH2:36]2)=[CH:14][C:13]=1[O:38][CH3:39])(=[O:10])=[O:9])[CH2:5][CH2:6][CH3:7].O.C(O)(=O)C.